From a dataset of Reaction yield outcomes from USPTO patents with 853,638 reactions. Predict the reaction yield, written as a fraction of the theoretical maximum amount of product (1.0 means a 100% yield; for example, 0.34 means a 34% yield). (1) The reactants are [O:1]=[C:2]1[CH2:10][C:9]2[C:4](=[CH:5][C:6]([C:11]([C:13]3[CH:14]=[C:15]([NH:19][C:20]([C:22]4[CH:23]=[N:24][N:25]([CH2:28][CH3:29])[C:26]=4[CH3:27])=[O:21])[CH:16]=[CH:17][CH:18]=3)=[O:12])=[CH:7][CH:8]=2)[NH:3]1.[CH:30](OCC)=[O:31].[O-]CC.[Na+].Cl. The catalyst is C(O)C. The product is [OH:31][CH:30]=[C:10]1[C:9]2[C:4](=[CH:5][C:6]([C:11]([C:13]3[CH:14]=[C:15]([NH:19][C:20]([C:22]4[CH:23]=[N:24][N:25]([CH2:28][CH3:29])[C:26]=4[CH3:27])=[O:21])[CH:16]=[CH:17][CH:18]=3)=[O:12])=[CH:7][CH:8]=2)[NH:3][C:2]1=[O:1]. The yield is 0.790. (2) The reactants are [NH2:1][CH:2]([CH3:13])[C:3]([N:5]1[CH2:10][CH2:9][S:8](=[O:12])(=[O:11])[CH2:7][CH2:6]1)=O. The catalyst is C1COCC1. The product is [O:12]=[S:8]1(=[O:11])[CH2:9][CH2:10][N:5]([CH2:3][C@@H:2]([NH2:1])[CH3:13])[CH2:6][CH2:7]1. The yield is 0.900. (3) The reactants are [F:1][C:2]1[C:10]([N+:11]([O-:13])=[O:12])=[CH:9][C:8]([F:14])=[CH:7][C:3]=1[C:4]([OH:6])=[O:5].[CH3:15][Si](Cl)(C)C. The catalyst is CO. The product is [F:1][C:2]1[C:10]([N+:11]([O-:13])=[O:12])=[CH:9][C:8]([F:14])=[CH:7][C:3]=1[C:4]([O:6][CH3:15])=[O:5]. The yield is 0.724. (4) The reactants are [O:1]([C:8]1[CH:13]=[CH:12][C:11]([NH:14][C:15]2[N:20]=[CH:19][N:18]=[C:17]([NH:21][C:22]3[CH:23]=[C:24]([CH:29]=[CH:30][CH:31]=3)[C:25]([O:27]C)=[O:26])[CH:16]=2)=[CH:10][CH:9]=1)[C:2]1[CH:7]=[CH:6][CH:5]=[CH:4][CH:3]=1.[Li+].[OH-]. The catalyst is CO.C1COCC1.O. The product is [O:1]([C:8]1[CH:9]=[CH:10][C:11]([NH:14][C:15]2[N:20]=[CH:19][N:18]=[C:17]([NH:21][C:22]3[CH:23]=[C:24]([CH:29]=[CH:30][CH:31]=3)[C:25]([OH:27])=[O:26])[CH:16]=2)=[CH:12][CH:13]=1)[C:2]1[CH:3]=[CH:4][CH:5]=[CH:6][CH:7]=1. The yield is 0.690. (5) The product is [CH3:38][S:39]([OH:42])(=[O:41])=[O:40].[NH2:8][CH2:9][C:10]1[CH:11]=[C:12]([CH:16]2[CH2:21][CH2:20][N:19]([C:22]([C:24]3[O:25][C:26]([C:29]#[C:30][C:31]4[CH:36]=[CH:35][CH:34]=[CH:33][C:32]=4[F:37])=[CH:27][CH:28]=3)=[O:23])[CH2:18][CH2:17]2)[CH:13]=[CH:14][CH:15]=1. The catalyst is C(O)(C)C. The yield is 0.840. The reactants are C(OC([NH:8][CH2:9][C:10]1[CH:11]=[C:12]([CH:16]2[CH2:21][CH2:20][N:19]([C:22]([C:24]3[O:25][C:26]([C:29]#[C:30][C:31]4[CH:36]=[CH:35][CH:34]=[CH:33][C:32]=4[F:37])=[CH:27][CH:28]=3)=[O:23])[CH2:18][CH2:17]2)[CH:13]=[CH:14][CH:15]=1)=O)(C)(C)C.[CH3:38][S:39]([OH:42])(=[O:41])=[O:40]. (6) The catalyst is C(OCC)(=O)C.CCCCCC. The reactants are [N:1]1[CH:6]=[CH:5][CH:4]=[C:3]([NH:7][C:8](=[O:15])OCC(Cl)(Cl)Cl)[CH:2]=1.[F:16][C:17]1[CH:22]=[C:21]([F:23])[CH:20]=[CH:19][C:18]=1[C:24]1[CH:29]=[N:28][CH:27]=[C:26]([N:30]2[CH2:35][CH2:34][NH:33][CH2:32][CH2:31]2)[N:25]=1. The yield is 0.370. The product is [F:16][C:17]1[CH:22]=[C:21]([F:23])[CH:20]=[CH:19][C:18]=1[C:24]1[N:25]=[C:26]([N:30]2[CH2:31][CH2:32][N:33]([C:8]([NH:7][C:3]3[CH:2]=[N:1][CH:6]=[CH:5][CH:4]=3)=[O:15])[CH2:34][CH2:35]2)[CH:27]=[N:28][CH:29]=1.